Dataset: Reaction yield outcomes from USPTO patents with 853,638 reactions. Task: Predict the reaction yield, written as a fraction of the theoretical maximum amount of product (1.0 means a 100% yield; for example, 0.34 means a 34% yield). (1) The reactants are [NH2:1][C:2]1[C:7]([C:8]([C:10]2[CH:15]=[CH:14][CH:13]=[CH:12][C:11]=2[O:16][CH3:17])=[O:9])=[CH:6][N:5]=[C:4](S(CC)(=O)=O)[N:3]=1.[NH2:23][CH:24]1[CH2:29][CH2:28][N:27]([C:30]([O:32][CH2:33][CH3:34])=[O:31])[CH2:26][CH2:25]1. The catalyst is C(O)(C)C. The product is [CH2:33]([O:32][C:30]([N:27]1[CH2:26][CH2:25][CH:24]([NH:23][C:4]2[N:3]=[C:2]([NH2:1])[C:7]([C:8](=[O:9])[C:10]3[CH:15]=[CH:14][CH:13]=[CH:12][C:11]=3[O:16][CH3:17])=[CH:6][N:5]=2)[CH2:29][CH2:28]1)=[O:31])[CH3:34]. The yield is 0.890. (2) The reactants are [CH3:1][O:2][C:3]1([O:9][CH3:10])[CH2:8][CH2:7][S:6][CH2:5][CH2:4]1.CO.COC1CCSCC=1.OC1C(O)=[C:29]([O:32][CH3:33])[CH:28]=[CH:27][C:23]=1[C:24]([OH:26])=[O:25]. The catalyst is CC1C=CC(S(O)(=O)=O)=CC=1.C(OCC)(=O)C. The product is [CH3:33][O:32][C:29]1[C:1]2[O:2][C:3]3([O:9][C:10]=2[C:23]([C:24]([OH:26])=[O:25])=[CH:27][CH:28]=1)[CH2:8][CH2:7][S:6][CH2:5][CH2:4]3. The yield is 0.610. (3) The reactants are [CH3:1][N:2]1[CH2:23][C:8]23[CH2:9][CH2:10][CH:11]4[CH:20]([CH:7]2[CH2:6][CH2:5][CH:4]3[CH:3]1[CH3:24])[CH2:19][CH:18]=[C:17]1[C:12]4([CH3:22])[CH2:13][CH2:14][CH:15]([OH:21])[CH2:16]1.[H-].[Na+].I[CH3:28]. The catalyst is CN(C=O)C. The product is [CH3:28][O:21][CH:15]1[CH2:16][C:17]2[C:12]([CH3:22])([CH:11]3[CH:20]([CH2:19][CH:18]=2)[CH:7]2[CH2:6][CH2:5][CH:4]4[CH:3]([CH3:24])[N:2]([CH3:1])[CH2:23][C:8]24[CH2:9][CH2:10]3)[CH2:13][CH2:14]1. The yield is 0.380. (4) The reactants are [C:1]1([C:7]2[NH:8][CH:9]=[C:10]([CH:12]=[O:13])[N:11]=2)[CH:6]=[CH:5][CH:4]=[CH:3][CH:2]=1.[H-].[Na+].[S:16]1[C:20]2[CH:21]=[CH:22][CH:23]=[CH:24][C:19]=2[CH:18]=[C:17]1[S:25](Cl)(=[O:27])=[O:26].O. The catalyst is O1CCCC1. The product is [S:16]1[C:20]2[CH:21]=[CH:22][CH:23]=[CH:24][C:19]=2[CH:18]=[C:17]1[S:25]([N:8]1[CH:9]=[C:10]([CH:12]=[O:13])[N:11]=[C:7]1[C:1]1[CH:2]=[CH:3][CH:4]=[CH:5][CH:6]=1)(=[O:27])=[O:26]. The yield is 0.830. (5) The reactants are Br[C:2]1[CH:3]=[CH:4][C:5]([O:12][C:13]([F:16])([F:15])[F:14])=[C:6]([NH:8][C:9](=[O:11])[CH3:10])[CH:7]=1.[Li]N([Si](C)(C)C)[Si](C)(C)C.[CH3:27][N:28]1[CH2:33][CH2:32][NH:31][CH2:30][CH2:29]1. The catalyst is C1C=CC(/C=C/C(/C=C/C2C=CC=CC=2)=O)=CC=1.C1C=CC(/C=C/C(/C=C/C2C=CC=CC=2)=O)=CC=1.C1C=CC(/C=C/C(/C=C/C2C=CC=CC=2)=O)=CC=1.[Pd].[Pd].C1(P(C2CCCCC2)C2C=CC=CC=2C2C=CC=CC=2N(C)C)CCCCC1. The product is [CH3:27][N:28]1[CH2:33][CH2:32][N:31]([C:2]2[CH:3]=[CH:4][C:5]([O:12][C:13]([F:16])([F:15])[F:14])=[C:6]([NH:8][C:9](=[O:11])[CH3:10])[CH:7]=2)[CH2:30][CH2:29]1. The yield is 0.880.